From a dataset of Peptide-MHC class I binding affinity with 185,985 pairs from IEDB/IMGT. Regression. Given a peptide amino acid sequence and an MHC pseudo amino acid sequence, predict their binding affinity value. This is MHC class I binding data. (1) The peptide sequence is YTVKYQNL. The MHC is H-2-Kb with pseudo-sequence H-2-Kb. The binding affinity (normalized) is 0.640. (2) The peptide sequence is RRWIAPHPL. The MHC is HLA-A26:03 with pseudo-sequence HLA-A26:03. The binding affinity (normalized) is 0.0847. (3) The peptide sequence is ANSVETIVL. The MHC is Mamu-B1001 with pseudo-sequence Mamu-B1001. The binding affinity (normalized) is 0.162. (4) The peptide sequence is RSLYNTIAVLY. The MHC is HLA-B08:03 with pseudo-sequence HLA-B08:03. The binding affinity (normalized) is 0.0847. (5) The peptide sequence is LENGAIRIY. The MHC is HLA-A23:01 with pseudo-sequence HLA-A23:01. The binding affinity (normalized) is 0. (6) The peptide sequence is ASDPSFPDI. The MHC is HLA-B08:01 with pseudo-sequence HLA-B08:01. The binding affinity (normalized) is 0.0847.